Dataset: Full USPTO retrosynthesis dataset with 1.9M reactions from patents (1976-2016). Task: Predict the reactants needed to synthesize the given product. (1) The reactants are: [Si]([O:8][CH2:9][C@H:10]1[CH2:21][CH2:20][C:19]2[S:18][C:17]3[N:16]=[CH:15][N:14]=[C:13]([O:22][CH:23]4[CH2:32][CH2:31][C:26]5(OCC[O:27]5)[CH2:25][CH2:24]4)[C:12]=3[C:11]1=2)(C(C)(C)C)(C)C.Cl.C(=O)(O)[O-].[Na+]. Given the product [OH:8][CH2:9][C@H:10]1[CH2:21][CH2:20][C:19]2[S:18][C:17]3[N:16]=[CH:15][N:14]=[C:13]([O:22][CH:23]4[CH2:32][CH2:31][C:26](=[O:27])[CH2:25][CH2:24]4)[C:12]=3[C:11]1=2, predict the reactants needed to synthesize it. (2) Given the product [F:34][C:29]([F:33])([O:28][C:25]1[CH:26]=[CH:27][C:22]([C:19]2[S:18][C:17]([S:14]([C:8]3([C:6]([OH:7])=[O:5])[CH2:9][CH2:10][O:11][CH2:12][CH2:13]3)(=[O:15])=[O:16])=[CH:21][CH:20]=2)=[CH:23][CH:24]=1)[CH:30]([F:32])[F:31], predict the reactants needed to synthesize it. The reactants are: C([O:5][C:6]([C:8]1([S:14]([C:17]2[S:18][C:19]([C:22]3[CH:27]=[CH:26][C:25]([O:28][C:29]([F:34])([F:33])[CH:30]([F:32])[F:31])=[CH:24][CH:23]=3)=[CH:20][CH:21]=2)(=[O:16])=[O:15])[CH2:13][CH2:12][O:11][CH2:10][CH2:9]1)=[O:7])(C)(C)C.FC(F)(F)C(O)=O. (3) Given the product [NH:21]1[C:29]2[C:24](=[CH:25][C:26]([C:17]3[CH:18]=[C:13]4[N:12]=[C:11]([CH2:10][CH2:9][C:5]5[CH:4]=[C:3]([O:2][CH3:1])[CH:8]=[CH:7][N:6]=5)[NH:20][C:14]4=[N:15][CH:16]=3)=[CH:27][CH:28]=2)[CH:23]=[CH:22]1, predict the reactants needed to synthesize it. The reactants are: [CH3:1][O:2][C:3]1[CH:8]=[CH:7][N:6]=[C:5]([CH2:9][CH2:10][C:11]2[NH:20][C:14]3=[N:15][CH:16]=[C:17](I)[CH:18]=[C:13]3[N:12]=2)[CH:4]=1.[NH:21]1[C:29]2[C:24](=[CH:25][C:26](B(O)O)=[CH:27][CH:28]=2)[CH:23]=[CH:22]1.C(=O)([O-])[O-].[K+].[K+].[Cl-].[Li+]. (4) Given the product [N:1]1([C:7]2[N:12]=[CH:11][CH:10]=[CH:9][N:8]=2)[CH:5]=[CH:4][CH:3]=[N:2]1, predict the reactants needed to synthesize it. The reactants are: [NH:1]1[CH:5]=[CH:4][CH:3]=[N:2]1.Br[C:7]1[N:12]=[CH:11][CH:10]=[CH:9][N:8]=1.C([O-])([O-])=O.[Cs+].[Cs+]. (5) The reactants are: Br[CH:2]([CH2:4][CH3:5])[CH3:3].C(=O)([O-])[O-].[Cs+].[Cs+].[OH:12][C:13]1[CH:18]=[CH:17][C:16]([C:19]2[C:24](=[O:25])[N:23]([CH2:26][C:27]3[CH:32]=[CH:31][C:30]([C:33]4[C:34]([C:39]#[N:40])=[CH:35][CH:36]=[CH:37][CH:38]=4)=[CH:29][CH:28]=3)[C:22]([CH2:41][CH2:42][CH3:43])=[N:21][C:20]=2[CH3:44])=[CH:15][CH:14]=1. Given the product [CH:2]([O:12][C:13]1[CH:14]=[CH:15][C:16]([C:19]2[C:24](=[O:25])[N:23]([CH2:26][C:27]3[CH:32]=[CH:31][C:30]([C:33]4[C:34]([C:39]#[N:40])=[CH:35][CH:36]=[CH:37][CH:38]=4)=[CH:29][CH:28]=3)[C:22]([CH2:41][CH2:42][CH3:43])=[N:21][C:20]=2[CH3:44])=[CH:17][CH:18]=1)([CH2:4][CH3:5])[CH3:3], predict the reactants needed to synthesize it. (6) Given the product [Cl:13][C:14]1[CH:19]=[C:18]([N+:20]([O-:22])=[O:21])[CH:17]=[CH:16][C:15]=1[S:1][C:2]1[S:3][C:4]2[CH:10]=[CH:9][C:8]([C:11]#[N:12])=[CH:7][C:5]=2[N:6]=1, predict the reactants needed to synthesize it. The reactants are: [SH:1][C:2]1[S:3][C:4]2[CH:10]=[CH:9][C:8]([C:11]#[N:12])=[CH:7][C:5]=2[N:6]=1.[Cl:13][C:14]1[CH:19]=[C:18]([N+:20]([O-:22])=[O:21])[CH:17]=[CH:16][C:15]=1F.[H-].[Na+]. (7) Given the product [Br:2][C:3]1[C:8]([CH3:9])=[CH:7][C:6]([NH2:10])=[CH:5][C:4]=1[CH3:13], predict the reactants needed to synthesize it. The reactants are: Cl.[Br:2][C:3]1[C:8]([CH3:9])=[CH:7][C:6]([N+:10]([O-])=O)=[CH:5][C:4]=1[CH3:13]. (8) Given the product [NH2:1][C:2]1[N:7]=[C:6]([S:8]([NH:11][C:12]([C:14]2[C:15]([N:21]3[CH2:25][C@@H:24]([CH3:26])[CH2:23][C:22]3([CH3:28])[CH3:27])=[N:16][C:17]([C:50]3[CH:51]=[C:52]([O:54][CH2:55][CH:56]([CH3:57])[CH3:58])[CH:53]=[C:48]([F:47])[CH:49]=3)=[N:18][CH:19]=2)=[O:13])(=[O:10])=[O:9])[CH:5]=[CH:4][CH:3]=1, predict the reactants needed to synthesize it. The reactants are: [NH2:1][C:2]1[N:7]=[C:6]([S:8]([NH:11][C:12]([C:14]2[C:15]([N:21]3[CH2:25][C@@H:24]([CH3:26])[CH2:23][C:22]3([CH3:28])[CH3:27])=[N:16][C:17](Cl)=[N:18][CH:19]=2)=[O:13])(=[O:10])=[O:9])[CH:5]=[CH:4][CH:3]=1.C1(P(C2C=CC=CC=2)C2C=CC=CC=2)CCCC1.[F:47][C:48]1[CH:49]=[C:50](B(O)O)[CH:51]=[C:52]([O:54][CH2:55][CH:56]([CH3:58])[CH3:57])[CH:53]=1.C(=O)([O-])[O-].[Na+].[Na+]. (9) Given the product [CH2:24]([NH:26][C:20]([C:17]1[S:16][C:15](/[CH:14]=[CH:13]/[C:12]2[C:8]([C:5]3[CH:4]=[CH:3][C:2]([F:1])=[CH:7][N:6]=3)=[N:9][O:10][C:11]=2[CH3:23])=[N:19][CH:18]=1)=[O:22])[CH3:25], predict the reactants needed to synthesize it. The reactants are: [F:1][C:2]1[CH:3]=[CH:4][C:5]([C:8]2[C:12](/[CH:13]=[CH:14]/[C:15]3[S:16][C:17]([C:20]([OH:22])=O)=[CH:18][N:19]=3)=[C:11]([CH3:23])[O:10][N:9]=2)=[N:6][CH:7]=1.[CH2:24]([NH2:26])[CH3:25].